Dataset: Forward reaction prediction with 1.9M reactions from USPTO patents (1976-2016). Task: Predict the product of the given reaction. (1) Given the reactants C(O)(=O)C.[F:5][C:6]1[CH:11]=[CH:10][C:9]([CH:12]2[CH2:14][O:13]2)=[CH:8][CH:7]=1.C1COCC1.O, predict the reaction product. The product is: [F:5][C:6]1[CH:11]=[CH:10][C:9]([C@H:12]2[CH2:14][O:13]2)=[CH:8][CH:7]=1. (2) Given the reactants Br[C:2]1[CH:3]=[CH:4][C:5]2[N:9]=[CH:8][N:7]([C:10]3[CH:15]=[CH:14][C:13]([F:16])=[CH:12][CH:11]=3)[C:6]=2[CH:17]=1.[F:18][C:19]1[CH:24]=[CH:23][C:22]([N:25]2[CH:29]=[CH:28][N:27]=[CH:26]2)=[CH:21][CH:20]=1, predict the reaction product. The product is: [F:16][C:13]1[CH:14]=[CH:15][C:10]([N:7]2[C:6]3[CH:17]=[C:2]([C:29]4[N:25]([C:22]5[CH:21]=[CH:20][C:19]([F:18])=[CH:24][CH:23]=5)[CH:26]=[N:27][CH:28]=4)[CH:3]=[CH:4][C:5]=3[N:9]=[CH:8]2)=[CH:11][CH:12]=1. (3) Given the reactants [CH3:1][O:2][C:3]([C:5]1([C:9]2[CH:14]=[CH:13][CH:12]=[CH:11][C:10]=2[C:15]#[C:16][C:17]2[C:22]([C:23]([F:26])([F:25])[F:24])=[CH:21][N:20]=[C:19]([NH:27][C:28]3[CH:33]=[CH:32][C:31]([CH:34]4[CH2:39][CH2:38][N:37]([C:40]([O:42][C:43]([CH3:46])([CH3:45])[CH3:44])=[O:41])[CH2:36][CH2:35]4)=[CH:30][CH:29]=3)[N:18]=2)[CH2:8][CH2:7][CH2:6]1)=[O:4], predict the reaction product. The product is: [CH3:1][O:2][C:3]([C:5]1([C:9]2[CH:14]=[CH:13][CH:12]=[CH:11][C:10]=2[CH2:15][CH2:16][C:17]2[C:22]([C:23]([F:24])([F:26])[F:25])=[CH:21][N:20]=[C:19]([NH:27][C:28]3[CH:33]=[CH:32][C:31]([CH:34]4[CH2:39][CH2:38][N:37]([C:40]([O:42][C:43]([CH3:45])([CH3:46])[CH3:44])=[O:41])[CH2:36][CH2:35]4)=[CH:30][CH:29]=3)[N:18]=2)[CH2:6][CH2:7][CH2:8]1)=[O:4].